From a dataset of Reaction yield outcomes from USPTO patents with 853,638 reactions. Predict the reaction yield, written as a fraction of the theoretical maximum amount of product (1.0 means a 100% yield; for example, 0.34 means a 34% yield). (1) The reactants are [NH2:1][CH:2]1[CH2:8][CH:7]2[N:9]([C:10]([O:12][C:13]([CH3:16])([CH3:15])[CH3:14])=[O:11])[CH:4]([CH2:5][CH2:6]2)[CH2:3]1.[C:17]([O-:20])(O)=O.[Na+].ClC(Cl)(OC(=O)OC(Cl)(Cl)Cl)Cl.Cl.Cl.[NH:36]1[CH2:40][CH2:39][C@@H:38]([NH:41][C:42]2[CH:49]=[CH:48][C:45]([C:46]#[N:47])=[CH:44]C=2)[CH2:37]1.[N:50]1C=CC=CC=1. The catalyst is C(Cl)Cl.[Cl-].[Na+].O.CCOC(C)=O. The product is [C:46]([C:45]1[CH:48]=[CH:49][C:42]([NH:41][C@@H:38]2[CH2:39][CH2:40][N:36]([C:17]([NH:1][CH:2]3[CH2:3][CH:4]4[N:9]([C:10]([O:12][C:13]([CH3:16])([CH3:15])[CH3:14])=[O:11])[CH:7]([CH2:6][CH2:5]4)[CH2:8]3)=[O:20])[CH2:37]2)=[N:50][CH:44]=1)#[N:47]. The yield is 0.180. (2) The reactants are [Cl:1][C:2]1[CH:7]=[CH:6][C:5]([NH:8][C:9](=[O:21])[C:10]2[CH:15]=[CH:14][C:13]([C:16]([F:19])([F:18])[F:17])=[N:12][C:11]=2[CH3:20])=[CH:4][C:3]=1[CH2:22][OH:23]. The catalyst is ClCCl.[O-2].[O-2].[Mn+4]. The product is [Cl:1][C:2]1[CH:7]=[CH:6][C:5]([NH:8][C:9](=[O:21])[C:10]2[CH:15]=[CH:14][C:13]([C:16]([F:18])([F:19])[F:17])=[N:12][C:11]=2[CH3:20])=[CH:4][C:3]=1[CH:22]=[O:23]. The yield is 0.970. (3) The reactants are [CH2:1]([C:4]([CH2:11][C:12]#[CH:13])(C(O)=O)[C:5]([OH:7])=[O:6])[C:2]#[CH:3].C(=O)=O. No catalyst specified. The product is [CH2:1]([CH:4]([CH2:11][C:12]#[CH:13])[C:5]([OH:7])=[O:6])[C:2]#[CH:3]. The yield is 0.799. (4) The reactants are Br[C:2]1[CH:7]=[C:6]([CH3:8])[C:5]([NH2:9])=[C:4]([CH3:10])[CH:3]=1.[B:11]1([B:11]2[O:15][C:14]([CH3:17])([CH3:16])[C:13]([CH3:19])([CH3:18])[O:12]2)[O:15][C:14]([CH3:17])([CH3:16])[C:13]([CH3:19])([CH3:18])[O:12]1.C([O-])(=O)C.[K+]. The catalyst is O1CCOCC1.[Pd](Cl)Cl.C1(P(C2C=CC=CC=2)[C-]2C=CC=C2)C=CC=CC=1.[C-]1(P(C2C=CC=CC=2)C2C=CC=CC=2)C=CC=C1.[Fe+2].C1(P(C2C=CC=CC=2)[C-]2C=CC=C2)C=CC=CC=1.[C-]1(P(C2C=CC=CC=2)C2C=CC=CC=2)C=CC=C1.[Fe+2]. The product is [CH3:8][C:6]1[CH:7]=[C:2]([B:11]2[O:15][C:14]([CH3:17])([CH3:16])[C:13]([CH3:19])([CH3:18])[O:12]2)[CH:3]=[C:4]([CH3:10])[C:5]=1[NH2:9]. The yield is 0.870.